Predict the product of the given reaction. From a dataset of Forward reaction prediction with 1.9M reactions from USPTO patents (1976-2016). (1) Given the reactants [Cl:1][C:2]1[N:3]=[C:4]([N:19]2[CH2:24][CH2:23][O:22][CH2:21][CH2:20]2)[C:5]2[N:11]=[CH:10][C:9]([C:12]3[CH:13]=[C:14]([CH:16]=[CH:17][CH:18]=3)[NH2:15])=[CH:8][C:6]=2[N:7]=1.CN(C)C1C2C(=CC=CC=2N(C)C)C=CC=1.Cl[C:42]([O:44][CH2:45][Cl:46])=[O:43], predict the reaction product. The product is: [Cl:46][CH2:45][O:44][C:42](=[O:43])[NH:15][C:14]1[CH:16]=[CH:17][CH:18]=[C:12]([C:9]2[CH:10]=[N:11][C:5]3[C:4]([N:19]4[CH2:20][CH2:21][O:22][CH2:23][CH2:24]4)=[N:3][C:2]([Cl:1])=[N:7][C:6]=3[CH:8]=2)[CH:13]=1. (2) The product is: [CH2:1]([C:8]1[CH:9]=[CH:10][C:11]([O:12][CH:13]([CH3:18])[C:14]([OH:16])=[O:15])=[CH:19][CH:20]=1)[C:2]1[CH:3]=[CH:4][CH:5]=[CH:6][CH:7]=1. Given the reactants [CH2:1]([C:8]1[CH:20]=[CH:19][C:11]([O:12][CH:13]([CH3:18])[C:14]([O:16]C)=[O:15])=[CH:10][CH:9]=1)[C:2]1[CH:7]=[CH:6][CH:5]=[CH:4][CH:3]=1.[OH-].[Na+].Cl, predict the reaction product. (3) Given the reactants [C:1](N1C=CN=C1)(N1C=CN=C1)=[O:2].C(Cl)Cl.[NH2:16][C:17]1[S:29][C:28]2[CH2:27][C@@H:26]3[C@H:21]([CH2:22][C@@H:23]([C:31]([N:33]([CH2:42][CH2:43][CH3:44])[C:34]([NH:36][CH2:37][CH2:38][N:39]([CH3:41])[CH3:40])=[O:35])=[O:32])[CH2:24][N:25]3[CH3:30])[CH2:20][C:19]=2[C:18]=1[C:45]#[N:46].[CH3:47][OH:48], predict the reaction product. The product is: [C:45]([C:18]1[C:19]2[CH2:20][C@@H:21]3[C@@H:26]([CH2:27][C:28]=2[S:29][C:17]=1[NH:16][C:1](=[O:2])[O:48][CH3:47])[N:25]([CH3:30])[CH2:24][C@H:23]([C:31]([N:33]([C:34](=[O:35])[NH:36][CH2:37][CH2:38][N:39]([CH3:41])[CH3:40])[CH2:42][CH2:43][CH3:44])=[O:32])[CH2:22]3)#[N:46]. (4) The product is: [CH:1]1([CH2:7][CH:8]([C:9]([O:11][CH2:12][CH3:13])=[O:10])[C:14]([OH:16])=[O:15])[CH2:2][CH2:3][CH2:4][CH2:5][CH2:6]1. Given the reactants [CH:1]1([CH2:7][CH:8]([C:14]([O:16]CC)=[O:15])[C:9]([O:11][CH2:12][CH3:13])=[O:10])[CH2:6][CH2:5][CH2:4][CH2:3][CH2:2]1.[OH-].[Li+], predict the reaction product. (5) Given the reactants [NH2:1][CH2:2][CH:3]1[CH2:8][CH2:7][N:6]([C:9]2[N:14]=[C:13](/[CH:15]=[C:16]3/[C:17](=[O:22])[NH:18][C:19](=[O:21])[NH:20]/3)[CH:12]=[CH:11][N:10]=2)[CH2:5][CH2:4]1.[S:23]1[CH:27]=[CH:26][C:25]([C:28]2[N:33]=[C:32]([CH:34]=O)[CH:31]=[CH:30][CH:29]=2)=[CH:24]1.C(N(C(C)C)CC)(C)C.[Na], predict the reaction product. The product is: [S:23]1[CH:27]=[CH:26][C:25]([C:28]2[N:33]=[C:32]([CH2:34][NH:1][CH2:2][CH:3]3[CH2:4][CH2:5][N:6]([C:9]4[N:14]=[C:13](/[CH:15]=[C:16]5/[C:17](=[O:22])[NH:18][C:19](=[O:21])[NH:20]/5)[CH:12]=[CH:11][N:10]=4)[CH2:7][CH2:8]3)[CH:31]=[CH:30][CH:29]=2)=[CH:24]1. (6) The product is: [Cl:43][C:39]1[S:38][C:37]([S:34](=[O:36])(=[O:35])[NH:33][CH2:32][CH2:31][OH:30])=[CH:41][C:40]=1[NH:42][C:27]([C:26]1[CH:25]=[N:24][N:17]2[C:18]([C:20]([F:22])([F:23])[F:21])=[CH:19][C:14]([C:6]3[CH:7]=[CH:8][C:9]([C:10]([F:11])([F:13])[F:12])=[C:4]([O:3][CH2:1][CH3:2])[CH:5]=3)=[N:15][C:16]=12)=[O:28]. Given the reactants [CH2:1]([O:3][C:4]1[CH:5]=[C:6]([C:14]2[CH:19]=[C:18]([C:20]([F:23])([F:22])[F:21])[N:17]3[N:24]=[CH:25][C:26]([C:27](O)=[O:28])=[C:16]3[N:15]=2)[CH:7]=[CH:8][C:9]=1[C:10]([F:13])([F:12])[F:11])[CH3:2].[OH:30][CH2:31][CH2:32][NH:33][S:34]([C:37]1[S:38][C:39]([Cl:43])=[C:40]([NH2:42])[CH:41]=1)(=[O:36])=[O:35], predict the reaction product.